This data is from Forward reaction prediction with 1.9M reactions from USPTO patents (1976-2016). The task is: Predict the product of the given reaction. (1) Given the reactants [F:1][C:2]([F:11])([F:10])[C:3]1[CH:9]=[CH:8][CH:7]=[CH:6][C:4]=1[NH2:5].[CH3:12][O:13]CC(C1C=CC=CC=1)=O.[C:23]1([CH3:33])[CH:28]=[CH:27][C:26](S(O)(=O)=O)=[CH:25][CH:24]=1.[C:34]1(C)C=CC=CC=1, predict the reaction product. The product is: [CH3:12][O:13][C:24]1[CH:25]=[CH:26][CH:27]=[CH:28][C:23]=1/[C:33](=[N:5]/[C:4]1[CH:6]=[CH:7][CH:8]=[CH:9][C:3]=1[C:2]([F:10])([F:11])[F:1])/[CH3:34]. (2) Given the reactants Br[C:2]1[C:3]([NH:9][CH2:10][CH:11]([NH:14][C:15](=[O:24])[O:16][CH2:17][C:18]2[CH:23]=[CH:22][CH:21]=[CH:20][CH:19]=2)[CH2:12][CH3:13])=[N:4][C:5]([Cl:8])=[N:6][CH:7]=1.[CH2:25]([O:27][CH:28]([O:31][CH2:32][CH3:33])[C:29]#[CH:30])[CH3:26].ClC1N=C(NCCNC(=O)OC(C)(C)C)C(C#CC(OCC)OCC)=CN=1, predict the reaction product. The product is: [Cl:8][C:5]1[N:4]=[C:3]([NH:9][CH2:10][CH:11]([NH:14][C:15](=[O:24])[O:16][CH2:17][C:18]2[CH:23]=[CH:22][CH:21]=[CH:20][CH:19]=2)[CH2:12][CH3:13])[C:2]([C:30]#[C:29][CH:28]([O:31][CH2:32][CH3:33])[O:27][CH2:25][CH3:26])=[CH:7][N:6]=1.